This data is from Full USPTO retrosynthesis dataset with 1.9M reactions from patents (1976-2016). The task is: Predict the reactants needed to synthesize the given product. (1) Given the product [NH2:11][C:5]1[CH:4]=[CH:3][C:2]([Cl:1])=[CH:7][C:6]=1[C:8](=[O:10])[CH3:9], predict the reactants needed to synthesize it. The reactants are: [Cl:1][C:2]1[CH:3]=[CH:4][C:5]([N+:11]([O-])=O)=[C:6]([C:8](=[O:10])[CH3:9])[CH:7]=1.C.[H][H]. (2) Given the product [Cl:1][C:2]1[CH:3]=[C:4]([NH:8][C:9]2[CH:14]=[CH:13][N:12]3[N:15]=[CH:16][C:17]([CH:18]=[C:26]4[S:20][C:21](=[S:22])[NH:23][C:24]4=[O:25])=[C:11]3[N:10]=2)[CH:5]=[CH:6][CH:7]=1, predict the reactants needed to synthesize it. The reactants are: [Cl:1][C:2]1[CH:3]=[C:4]([NH:8][C:9]2[CH:14]=[CH:13][N:12]3[N:15]=[CH:16][C:17]([CH:18]=O)=[C:11]3[N:10]=2)[CH:5]=[CH:6][CH:7]=1.[S:20]1[CH2:26][C:24](=[O:25])[NH:23][C:21]1=[S:22].N1CCCCC1. (3) Given the product [CH3:1][N:2]1[C:10]2[C:5](=[CH:6][C:7]([O:11][C:13]3[N:20]=[CH:19][CH:18]=[CH:17][C:14]=3[C:15]#[N:16])=[CH:8][CH:9]=2)[CH:4]=[N:3]1, predict the reactants needed to synthesize it. The reactants are: [CH3:1][N:2]1[C:10]2[C:5](=[CH:6][C:7]([OH:11])=[CH:8][CH:9]=2)[CH:4]=[N:3]1.Cl[C:13]1[N:20]=[CH:19][CH:18]=[CH:17][C:14]=1[C:15]#[N:16]. (4) Given the product [NH2:18][C:19]1[N:28]=[C:27]([C:29]([N:31]2[CH2:32][C:33]3[C:38](=[CH:37][CH:36]=[CH:35][CH:34]=3)[CH2:39]2)=[O:30])[C:26]2[C:21](=[CH:22][CH:23]=[C:24]([C:2]3[CH:7]=[CH:6][C:5]([F:8])=[CH:4][C:3]=3[CH2:9][OH:10])[CH:25]=2)[N:20]=1, predict the reactants needed to synthesize it. The reactants are: Br[C:2]1[CH:7]=[CH:6][C:5]([F:8])=[CH:4][C:3]=1[CH2:9][OH:10].C(=O)([O-])[O-].[K+].[K+].O.[NH2:18][C:19]1[N:28]=[C:27]([C:29]([N:31]2[CH2:39][C:38]3[C:33](=[CH:34][CH:35]=[CH:36][CH:37]=3)[CH2:32]2)=[O:30])[C:26]2[C:21](=[CH:22][CH:23]=[C:24](B3OC(C)(C)C(C)(C)O3)[CH:25]=2)[N:20]=1. (5) Given the product [OH:10][CH2:9][C:8]1[CH:15]=[C:4]([N+:1]([O-:3])=[O:2])[CH:5]=[CH:6][C:7]=1[NH2:13], predict the reactants needed to synthesize it. The reactants are: [N+:1]([C:4]1[CH:15]=[C:8]2[C:9](OC(=O)[NH:13][C:7]2=[CH:6][CH:5]=1)=[O:10])([O-:3])=[O:2].[BH4-].[Na+]. (6) Given the product [NH2:24][C:23]1[N:25]=[C:7]([C:6]2[CH:12]=[CH:13][C:3]([O:2][CH3:1])=[CH:4][CH:5]=2)[C:9]([C:10]#[N:11])=[C:26]([S:27][CH3:29])[N:22]=1, predict the reactants needed to synthesize it. The reactants are: [CH3:1][O:2][C:3]1[CH:13]=[CH:12][C:6]([C:7]([CH2:9][C:10]#[N:11])=O)=[CH:5][CH:4]=1.[H-].[Na+].CI.[N+]([O-])(O)=O.[NH2:22][C:23]([NH2:25])=[NH:24].[CH3:26][S:27]([CH3:29])=O.